Binary Classification. Given a T-cell receptor sequence (or CDR3 region) and an epitope sequence, predict whether binding occurs between them. From a dataset of TCR-epitope binding with 47,182 pairs between 192 epitopes and 23,139 TCRs. (1) The epitope is LLWNGPMAV. The TCR CDR3 sequence is CASSVATEGYGYTF. Result: 1 (the TCR binds to the epitope). (2) The epitope is QASQEVKNW. The TCR CDR3 sequence is CASSQGTLKGTEAFF. Result: 0 (the TCR does not bind to the epitope). (3) The epitope is YEGNSPFHPL. The TCR CDR3 sequence is CASSSQYEQYF. Result: 1 (the TCR binds to the epitope). (4) The epitope is VLWAHGFEL. The TCR CDR3 sequence is CASSLGGNYTF. Result: 1 (the TCR binds to the epitope). (5) The epitope is FLNGSCGSV. The TCR CDR3 sequence is CASSPLSGGTEAFF. Result: 0 (the TCR does not bind to the epitope). (6) The epitope is FVDGVPFVV. The TCR CDR3 sequence is CASSLMGRYTDTQYF. Result: 1 (the TCR binds to the epitope). (7) The epitope is EEHVQIHTI. The TCR CDR3 sequence is CASSLGAGEYEQYF. Result: 0 (the TCR does not bind to the epitope). (8) The epitope is YSEHPTFTSQY. The TCR CDR3 sequence is CASSTTQGELRYEQYF. Result: 0 (the TCR does not bind to the epitope). (9) The epitope is TPINLVRDL. The TCR CDR3 sequence is CASSGGHGNIQYF. Result: 0 (the TCR does not bind to the epitope). (10) The epitope is FLPRVFSAV. The TCR CDR3 sequence is CASRLQGSGELFF. Result: 1 (the TCR binds to the epitope).